This data is from Reaction yield outcomes from USPTO patents with 853,638 reactions. The task is: Predict the reaction yield, written as a fraction of the theoretical maximum amount of product (1.0 means a 100% yield; for example, 0.34 means a 34% yield). No catalyst specified. The yield is 0.890. The product is [Br:10][C:7]1[CH:6]=[C:3]2[C:2](=[CH:9][CH:8]=1)[N:1]=[C:12]([OH:13])[N:11]=[CH:4]2. The reactants are [NH2:1][C:2]1[CH:9]=[CH:8][C:7]([Br:10])=[CH:6][C:3]=1[CH:4]=O.[NH2:11][C:12](N)=[O:13].